Dataset: Full USPTO retrosynthesis dataset with 1.9M reactions from patents (1976-2016). Task: Predict the reactants needed to synthesize the given product. Given the product [C:27]([O:31][C:32](=[O:44])[NH:33][CH2:34][CH:35]([C:36]1[CH:41]=[CH:40][CH:39]=[C:38]([Cl:42])[CH:37]=1)[NH:43][C:20](=[O:21])[C:19]1[CH:23]=[CH:24][C:25]([CH3:26])=[C:17]([NH:16][C:14]([C:8]2[C:9](=[O:13])[NH:10][C:11]3[C:6]([CH:7]=2)=[CH:5][N:4]=[C:3]([O:2][CH3:1])[CH:12]=3)=[O:15])[CH:18]=1)([CH3:30])([CH3:28])[CH3:29], predict the reactants needed to synthesize it. The reactants are: [CH3:1][O:2][C:3]1[CH:12]=[C:11]2[C:6]([CH:7]=[C:8]([C:14]([NH:16][C:17]3[CH:18]=[C:19]([CH:23]=[CH:24][C:25]=3[CH3:26])[C:20](O)=[O:21])=[O:15])[C:9](=[O:13])[NH:10]2)=[CH:5][N:4]=1.[C:27]([O:31][C:32](=[O:44])[NH:33][CH2:34][CH:35]([NH2:43])[C:36]1[CH:41]=[CH:40][CH:39]=[C:38]([Cl:42])[CH:37]=1)([CH3:30])([CH3:29])[CH3:28].